Dataset: Forward reaction prediction with 1.9M reactions from USPTO patents (1976-2016). Task: Predict the product of the given reaction. (1) Given the reactants Br[C:2]1[CH:21]=[CH:20][C:5]([CH2:6][C:7]2[C:8]([NH:15][CH2:16][CH2:17][CH2:18][CH3:19])=[N:9][C:10]([NH2:14])=[N:11][C:12]=2[CH3:13])=[C:4]([O:22][CH3:23])[CH:3]=1.CNCCNC.[CH3:30][N:31]1[CH2:36][CH2:35][NH:34][C:33](=[O:37])[CH2:32]1.C([O-])([O-])=O.[Cs+].[Cs+], predict the reaction product. The product is: [NH2:14][C:10]1[N:9]=[C:8]([NH:15][CH2:16][CH2:17][CH2:18][CH3:19])[C:7]([CH2:6][C:5]2[CH:20]=[CH:21][C:2]([N:34]3[CH2:35][CH2:36][N:31]([CH3:30])[CH2:32][C:33]3=[O:37])=[CH:3][C:4]=2[O:22][CH3:23])=[C:12]([CH3:13])[N:11]=1. (2) Given the reactants F[C:2]1[CH:7]=[CH:6][CH:5]=[CH:4][C:3]=1[N+:8]([O-:10])=[O:9].C(=O)([O-])[O-].[K+].[K+].[NH2:17][CH2:18][C@H:19]1[CH2:23][CH2:22][CH2:21][N:20]1[C:24]([O:26][C:27]([CH3:30])([CH3:29])[CH3:28])=[O:25], predict the reaction product. The product is: [N+:8]([C:3]1[CH:4]=[CH:5][CH:6]=[CH:7][C:2]=1[NH:17][CH2:18][C@H:19]1[CH2:23][CH2:22][CH2:21][N:20]1[C:24]([O:26][C:27]([CH3:30])([CH3:29])[CH3:28])=[O:25])([O-:10])=[O:9]. (3) Given the reactants [C:1]1([C:7]2[CH:8]=[C:9]3[C:13](=[C:14]([C:16]([NH2:18])=[O:17])[CH:15]=2)[NH:12][CH:11]=[C:10]3[CH:19]2[CH2:24][CH2:23][NH:22][CH2:21][CH2:20]2)[CH:6]=[CH:5][CH:4]=[CH:3][CH:2]=1.[CH3:25][N:26]1[C:30]([S:31](Cl)(=[O:33])=[O:32])=[CH:29][N:28]=[C:27]1[CH3:35].C(N(CC)CC)C, predict the reaction product. The product is: [CH3:25][N:26]1[C:30]([S:31]([N:22]2[CH2:23][CH2:24][CH:19]([C:10]3[C:9]4[C:13](=[C:14]([C:16]([NH2:18])=[O:17])[CH:15]=[C:7]([C:1]5[CH:2]=[CH:3][CH:4]=[CH:5][CH:6]=5)[CH:8]=4)[NH:12][CH:11]=3)[CH2:20][CH2:21]2)(=[O:33])=[O:32])=[CH:29][N:28]=[C:27]1[CH3:35]. (4) Given the reactants [NH2:1][C:2]1[C:3]2[C:10]([C:11]3[CH:16]=[CH:15][C:14]([CH3:17])=[CH:13][CH:12]=3)=[CH:9][N:8]([CH:18]3[CH2:22][O:21][CH:20]([CH2:23][OH:24])[CH2:19]3)[C:4]=2[N:5]=[CH:6][N:7]=1.[CH2:25]([O:27][P:28]([C:33]1[CH:34]=[C:35]([CH2:47][CH2:48][C:49](O)=[O:50])[CH:36]=[CH:37][C:38]=1[P:39]([O:44][CH2:45][CH3:46])([O:41][CH2:42][CH3:43])=[O:40])([O:30][CH2:31][CH3:32])=[O:29])[CH3:26].C1CCC(N=C=NC2CCCCC2)CC1, predict the reaction product. The product is: [NH2:1][C:2]1[C:3]2[C:10]([C:11]3[CH:12]=[CH:13][C:14]([CH3:17])=[CH:15][CH:16]=3)=[CH:9][N:8]([CH:18]3[CH2:22][O:21][CH:20]([CH2:23][O:24][C:49](=[O:50])[CH2:48][CH2:47][C:35]4[CH:36]=[CH:37][C:38]([P:39]([O:41][CH2:42][CH3:43])([O:44][CH2:45][CH3:46])=[O:40])=[C:33]([P:28]([O:30][CH2:31][CH3:32])([O:27][CH2:25][CH3:26])=[O:29])[CH:34]=4)[CH2:19]3)[C:4]=2[N:5]=[CH:6][N:7]=1.